From a dataset of Full USPTO retrosynthesis dataset with 1.9M reactions from patents (1976-2016). Predict the reactants needed to synthesize the given product. (1) Given the product [Cl:15][C:16]1[C:24]([C:25]([OH:27])=[O:26])=[C:23]([Cl:29])[CH:22]=[C:21]2[C:17]=1[CH:18]=[CH:19][NH:20]2, predict the reactants needed to synthesize it. The reactants are: ClC1C(C(O)=O)=CC(C)=C2C=1C=CN2.[Cl:15][C:16]1[C:24]([C:25]([O:27]C)=[O:26])=[C:23]([Cl:29])[CH:22]=[C:21]2[C:17]=1[CH:18]=[CH:19][NH:20]2. (2) The reactants are: [Br:1][C:2]1[CH:14]=[C:13]2[C:5]([C:6]3[CH:7]=[C:8]([C:15]([OH:17])=O)[CH:9]=[CH:10][C:11]=3[NH:12]2)=[C:4]([C:18](=[O:20])[NH2:19])[CH:3]=1.CN(C(ON1N=NC2C=CC=CC1=2)=[N+](C)C)C.[B-](F)(F)(F)F.[NH:43]1[CH2:48][CH2:47][O:46][CH2:45][CH2:44]1. Given the product [Br:1][C:2]1[CH:3]=[C:4]([C:18]([NH2:19])=[O:20])[C:5]2[C:6]3[C:11](=[CH:10][CH:9]=[C:8]([C:15]([N:43]4[CH2:48][CH2:47][O:46][CH2:45][CH2:44]4)=[O:17])[CH:7]=3)[NH:12][C:13]=2[CH:14]=1, predict the reactants needed to synthesize it. (3) Given the product [CH2:31]([N:3]([CH2:1][CH3:2])[C:4]([C:6]1[CH:7]=[CH:8][CH:9]=[C:10]2[C:14]=1[N:13]([CH3:35])[CH:12]=[C:11]2[CH2:15][C@H:16]([N:18]1[CH2:22][C@@H:21]([C:23]2[CH:28]=[CH:27][CH:26]=[C:25]([Cl:29])[CH:24]=2)[O:20][C:19]1=[O:30])[CH3:17])=[O:5])[CH3:32], predict the reactants needed to synthesize it. The reactants are: [CH2:1]([N:3]([CH2:31][CH3:32])[C:4]([C:6]1[CH:7]=[CH:8][CH:9]=[C:10]2[C:14]=1[NH:13][CH:12]=[C:11]2[CH2:15][C@H:16]([N:18]1[CH2:22][C@@H:21]([C:23]2[CH:28]=[CH:27][CH:26]=[C:25]([Cl:29])[CH:24]=2)[O:20][C:19]1=[O:30])[CH3:17])=[O:5])[CH3:2].CI.[C:35](=O)([O-])[O-].[K+].[K+]. (4) Given the product [CH3:31][O:32][CH2:33][CH2:34][O:35][C:36]1[CH:41]=[CH:40][N:39]2[C:19]([C:16]3[CH:15]=[CH:14][C:13]4[C:18](=[C:9]([OH:8])[CH:10]=[CH:11][CH:12]=4)[N:17]=3)=[CH:20][N:42]=[C:38]2[CH:37]=1, predict the reactants needed to synthesize it. The reactants are: [Si]([O:8][C:9]1[CH:10]=[CH:11][CH:12]=[C:13]2[C:18]=1[N:17]=[C:16](/[CH:19]=[CH:20]/OC)[CH:15]=[CH:14]2)(C(C)(C)C)(C)C.BrN1C(=O)CCC1=O.[CH3:31][O:32][CH2:33][CH2:34][O:35][C:36]1[CH:41]=[CH:40][N:39]=[C:38]([NH2:42])[CH:37]=1.[F-].C([N+](CCCC)(CCCC)CCCC)CCC. (5) Given the product [CH2:1]([O:3][C:4]([CH:6]1[CH2:10][CH2:9][CH2:8][CH:7]1[NH:19][CH2:12][C:13]1[CH:18]=[CH:17][CH:16]=[CH:15][CH:14]=1)=[O:5])[CH3:2], predict the reactants needed to synthesize it. The reactants are: [CH2:1]([O:3][C:4]([CH:6]1[CH2:10][CH2:9][CH2:8][C:7]1=O)=[O:5])[CH3:2].[CH2:12]([NH2:19])[C:13]1[CH:18]=[CH:17][CH:16]=[CH:15][CH:14]=1.C([BH3-])#N.[Na+]. (6) Given the product [C:1]([Si:5]([CH3:24])([CH3:25])[O:6][CH2:7][CH2:8][CH:9]=[CH:10][C:45]1[CH:44]=[CH:43][C:42]([C:39]2[CH:38]=[CH:37][C:36]([C:34]#[N:35])=[CH:41][CH:40]=2)=[CH:47][CH:46]=1)([CH3:2])([CH3:3])[CH3:4].[NH3:35], predict the reactants needed to synthesize it. The reactants are: [C:1]([Si:5]([CH3:25])([CH3:24])[O:6][CH2:7][CH2:8][CH:9]=[CH:10][Sn](CCCC)(CCCC)CCCC)([CH3:4])([CH3:3])[CH3:2].OS(C(F)(F)F)(=O)=O.[C:34]([C:36]1[CH:41]=[CH:40][C:39]([C:42]2[CH:47]=[CH:46][CH:45]=[CH:44][CH:43]=2)=[CH:38][CH:37]=1)#[N:35]. (7) Given the product [ClH:17].[CH3:16][O:15][N:14]=[C:11]1[CH2:12][CH2:13][NH:8][CH2:9][CH2:10]1, predict the reactants needed to synthesize it. The reactants are: C(OC([N:8]1[CH2:13][CH2:12][C:11](=[N:14][O:15][CH3:16])[CH2:10][CH2:9]1)=O)(C)(C)C.[ClH:17].O1CCOCC1.